This data is from Full USPTO retrosynthesis dataset with 1.9M reactions from patents (1976-2016). The task is: Predict the reactants needed to synthesize the given product. (1) The reactants are: [Cl:1][C:2]1[CH:3]=[C:4]([C:8]2[CH:13]=[CH:12][C:11]([CH:14]([C:29]3([OH:33])[CH2:32][CH2:31][CH2:30]3)[CH2:15][N:16]3[CH2:21][CH2:20][N:19](C(OC(C)(C)C)=O)[CH2:18][CH2:17]3)=[CH:10][CH:9]=2)[CH:5]=[CH:6][CH:7]=1.[ClH:34]. Given the product [ClH:1].[ClH:34].[Cl:1][C:2]1[CH:3]=[C:4]([C:8]2[CH:9]=[CH:10][C:11]([CH:14]([C:29]3([OH:33])[CH2:30][CH2:31][CH2:32]3)[CH2:15][N:16]3[CH2:17][CH2:18][NH:19][CH2:20][CH2:21]3)=[CH:12][CH:13]=2)[CH:5]=[CH:6][CH:7]=1, predict the reactants needed to synthesize it. (2) Given the product [N:1]1[CH:6]=[CH:5][CH:4]=[CH:3][C:2]=1[NH:7][C:8]1[N:13]=[C:12]([C:14]2[CH:19]=[CH:18][CH:17]=[CH:16][N:15]=2)[CH:11]=[CH:10][C:9]=1[NH:20][C:21](=[O:23])[CH3:22], predict the reactants needed to synthesize it. The reactants are: [N:1]1[CH:6]=[CH:5][CH:4]=[CH:3][C:2]=1[NH:7][C:8]1[N:13]=[C:12]([C:14]2[CH:19]=[CH:18][CH:17]=[CH:16][N:15]=2)[CH:11]=[CH:10][C:9]=1[NH2:20].[C:21](Cl)(=[O:23])[CH3:22].C(N(CC)CC)C.